Predict which catalyst facilitates the given reaction. From a dataset of Catalyst prediction with 721,799 reactions and 888 catalyst types from USPTO. The catalyst class is: 1. Product: [NH:7]1[C:8]2[C:4](=[C:3]([CH2:1][NH2:2])[CH:11]=[CH:10][CH:9]=2)[CH:5]=[CH:6]1. Reactant: [C:1]([C:3]1[CH:11]=[CH:10][CH:9]=[C:8]2[C:4]=1[CH:5]=[CH:6][NH:7]2)#[N:2].[H-].[Al+3].[Li+].[H-].[H-].[H-].